This data is from Forward reaction prediction with 1.9M reactions from USPTO patents (1976-2016). The task is: Predict the product of the given reaction. (1) Given the reactants [CH3:1][S:2](Cl)(=[O:4])=[O:3].[CH3:6][O:7][C:8]([C:10]1[N:11]([CH3:34])[C:12]([N:28]2[CH2:33][CH2:32][NH:31][CH2:30][CH2:29]2)=[C:13]([C:22]2[CH:27]=[CH:26][N:25]=[CH:24][CH:23]=2)[C:14]=1[C:15]1[CH:20]=[CH:19][C:18]([F:21])=[CH:17][CH:16]=1)=[O:9].C(N(CC)CC)C.O, predict the reaction product. The product is: [CH3:6][O:7][C:8]([C:10]1[N:11]([CH3:34])[C:12]([N:28]2[CH2:33][CH2:32][N:31]([S:2]([CH3:1])(=[O:4])=[O:3])[CH2:30][CH2:29]2)=[C:13]([C:22]2[CH:27]=[CH:26][N:25]=[CH:24][CH:23]=2)[C:14]=1[C:15]1[CH:20]=[CH:19][C:18]([F:21])=[CH:17][CH:16]=1)=[O:9]. (2) Given the reactants [CH2:1]([NH:3][C:4]1[CH:8]=[C:7]([C:9]2[CH:14]=[CH:13][N:12]=[CH:11][CH:10]=2)[S:6][C:5]=1[C:15]([NH2:17])=[O:16])[CH3:2].[O:18]1[CH2:23][CH2:22][C:21](=O)[CH2:20][CH2:19]1.O.C1(C)C=CC(S(O)(=O)=O)=CC=1.C(=O)([O-])O.[Na+], predict the reaction product. The product is: [CH2:1]([N:3]1[C:4]2[CH:8]=[C:7]([C:9]3[CH:14]=[CH:13][N:12]=[CH:11][CH:10]=3)[S:6][C:5]=2[C:15](=[O:16])[NH:17][C:21]21[CH2:22][CH2:23][O:18][CH2:19][CH2:20]2)[CH3:2]. (3) Given the reactants [Cl:1][C:2]1[CH:3]=[C:4]([NH:17][C:18]2[C:27]3[C:22](=[CH:23][CH:24]=[C:25]([CH:28]=O)[CH:26]=3)[N:21]=[CH:20][N:19]=2)[CH:5]=[CH:6][C:7]=1[O:8][CH2:9][C:10]1[CH:15]=[CH:14][CH:13]=[C:12]([F:16])[CH:11]=1.Cl.[NH2:31][N:32]1[CH2:36][CH2:35][CH2:34][CH2:33]1.C(=O)(O)[O-].[Na+], predict the reaction product. The product is: [Cl:1][C:2]1[CH:3]=[C:4]([NH:17][C:18]2[C:27]3[C:22](=[CH:23][CH:24]=[C:25]([CH:28]=[N:31][N:32]4[CH2:36][CH2:35][CH2:34][CH2:33]4)[CH:26]=3)[N:21]=[CH:20][N:19]=2)[CH:5]=[CH:6][C:7]=1[O:8][CH2:9][C:10]1[CH:15]=[CH:14][CH:13]=[C:12]([F:16])[CH:11]=1. (4) Given the reactants [CH3:1][C:2]1[N:12]=[C:11]2[N:6]([CH2:7][CH2:8][CH2:9][CH:10]2[OH:13])[C:4](=[O:5])[C:3]=1[CH2:14][CH2:15][N:16]1[CH2:21][CH2:20][CH:19]([C:22]2[C:23]3[CH:24]=[CH:25][C:26]([F:31])=[CH:27][C:28]=3[O:29][N:30]=2)[CH2:18][CH2:17]1.[C:32]([NH:39][CH2:40][CH2:41][CH2:42]Br)([O:34]C(C)(C)C)=O.[CH2:44]1OCCOCCOCCOCCOCCOC1.[H-].[Na+].[CH2:64]1[CH2:68]OC[CH2:65]1, predict the reaction product. The product is: [F:31][C:26]1[CH:25]=[CH:24][C:23]2[C:22]([CH:19]3[CH2:20][CH2:21][N:16]([CH2:15][CH2:14][C:3]4[C:4](=[O:5])[N:6]5[CH2:7][CH2:8][CH2:9][CH:10]([O:13][CH2:42][CH2:41][CH2:40][NH:39][C:32](=[O:34])[C:64]([CH3:65])([CH3:68])[CH3:44])[C:11]5=[N:12][C:2]=4[CH3:1])[CH2:17][CH2:18]3)=[N:30][O:29][C:28]=2[CH:27]=1. (5) Given the reactants [C:9](O[C:9]([O:11][C:12]([CH3:15])([CH3:14])[CH3:13])=[O:10])([O:11][C:12]([CH3:15])([CH3:14])[CH3:13])=[O:10].[N+:16]([C:19]1[CH:20]=[C:21]2[C:25](=[CH:26][CH:27]=1)[NH:24][CH:23]=[CH:22]2)([O-:18])=[O:17], predict the reaction product. The product is: [N+:16]([C:19]1[CH:20]=[C:21]2[C:25](=[CH:26][CH:27]=1)[N:24]([C:9]([O:11][C:12]([CH3:13])([CH3:14])[CH3:15])=[O:10])[CH:23]=[CH:22]2)([O-:18])=[O:17]. (6) Given the reactants [Cl:1][C:2]1[C:11]2[C:6](=[C:7]([CH3:12])[CH:8]=[CH:9][CH:10]=2)[C:5]([C:13]([OH:15])=O)=[CH:4][N:3]=1.[CH:16]12[CH2:22][CH:19]([NH:20][CH2:21]1)[CH2:18][O:17]2, predict the reaction product. The product is: [CH:16]12[CH2:22][CH:19]([NH:20][CH2:21]1)[CH:18]([C:13]([C:5]1[C:6]3[C:11](=[CH:10][CH:9]=[CH:8][C:7]=3[CH3:12])[C:2]([Cl:1])=[N:3][CH:4]=1)=[O:15])[O:17]2.